Dataset: Forward reaction prediction with 1.9M reactions from USPTO patents (1976-2016). Task: Predict the product of the given reaction. The product is: [C:1]([O:5][C:6]([N:8]1[CH2:13][CH2:12][CH2:11][CH:10]([CH2:14][C:15]([NH:21][CH2:20][CH2:18][OH:19])=[O:17])[CH2:9]1)=[O:7])([CH3:2])([CH3:3])[CH3:4]. Given the reactants [C:1]([O:5][C:6]([N:8]1[CH2:13][CH2:12][CH2:11][CH:10]([CH2:14][C:15]([OH:17])=O)[CH2:9]1)=[O:7])([CH3:4])([CH3:3])[CH3:2].[CH2:18]([CH2:20][NH2:21])[OH:19].C1C=CC2N(O)N=NC=2C=1.Cl, predict the reaction product.